Binary Classification. Given a drug SMILES string, predict its activity (active/inactive) in a high-throughput screening assay against a specified biological target. From a dataset of HIV replication inhibition screening data with 41,000+ compounds from the AIDS Antiviral Screen. (1) The drug is CCOC(=O)c1sc2c(C(=O)OCC)n3cc(C)cc(C)c3c2c1O. The result is 0 (inactive). (2) The compound is Nc1ccc(SCc2ccc(C(=O)O)cc2[N+](=O)[O-])cc1. The result is 0 (inactive). (3) The drug is CC(C)C(C=Cc1ccc(Cl)c(Cl)c1)=NNC(=O)NN=C(C=Cc1ccc(Cl)c(Cl)c1)C(C)C. The result is 0 (inactive). (4) The drug is CC1C[PH](c2ccccc2)(c2ccccc2)Cc2ccccc21. The result is 0 (inactive). (5) The compound is CC=C(C)c1cc(O)c(C)c2c1Oc1cc(O)c(Cl)c(C)c1C(=O)O2. The result is 0 (inactive). (6) The molecule is CCCCCCCCCCCCCCCCCCNC(=S)NC=C1C(=O)C=C(C)OC1=O. The result is 0 (inactive). (7) The drug is CCOc1cc2c(cc1Cc1ccc(OC)cc1)OCO2. The result is 0 (inactive).